Dataset: Catalyst prediction with 721,799 reactions and 888 catalyst types from USPTO. Task: Predict which catalyst facilitates the given reaction. Reactant: [C:1]([OH:20])([C:14]1[CH:19]=[CH:18][CH:17]=[CH:16][CH:15]=1)([C:8]1[CH:13]=[CH:12][CH:11]=[CH:10][CH:9]=1)[C:2]1[CH:7]=[CH:6][CH:5]=[CH:4][CH:3]=1.C(O[K])(C)(C)C.[Br:27][C:28]1[CH:35]=[CH:34][C:33]([O:36][CH3:37])=[CH:32][C:29]=1[CH2:30]Cl.O. Product: [C:1]([O:20][CH2:30][C:29]1[CH:32]=[C:33]([O:36][CH3:37])[CH:34]=[CH:35][C:28]=1[Br:27])([C:8]1[CH:13]=[CH:12][CH:11]=[CH:10][CH:9]=1)([C:14]1[CH:15]=[CH:16][CH:17]=[CH:18][CH:19]=1)[C:2]1[CH:3]=[CH:4][CH:5]=[CH:6][CH:7]=1. The catalyst class is: 44.